From a dataset of Forward reaction prediction with 1.9M reactions from USPTO patents (1976-2016). Predict the product of the given reaction. (1) Given the reactants [C:1]([O:4][CH2:5][CH:6](Br)[CH3:7])(=[O:3])[CH3:2].C(OCCBr)(=O)C.[OH:16][C:17]1[CH:18]=[CH:19][CH:20]=[C:21]2[C:26]=1[N:25]=[CH:24][CH:23]=[CH:22]2, predict the reaction product. The product is: [C:1]([O:4][CH2:5][CH2:6][CH2:7][O:16][C:17]1[CH:18]=[CH:19][CH:20]=[C:21]2[C:26]=1[N:25]=[CH:24][CH:23]=[CH:22]2)(=[O:3])[CH3:2]. (2) Given the reactants [CH2:1]1[CH:5]2[CH2:6][NH:7][CH2:8][CH:4]2[CH2:3][N:2]1[C:9]1[CH:14]=[C:13]([O:15][CH3:16])[N:12]=[C:11]([N:17]([CH3:19])[CH3:18])[N:10]=1.[F:20][C:21]1[CH:22]=[CH:23][C:24]([N:30]2[N:34]=[CH:33][CH:32]=[N:31]2)=[C:25]([CH:29]=1)[C:26](O)=[O:27].CN(C(ON1N=NC2C=CC=NC1=2)=[N+](C)C)C.F[P-](F)(F)(F)(F)F.CCN(C(C)C)C(C)C, predict the reaction product. The product is: [F:20][C:21]1[CH:22]=[CH:23][C:24]([N:30]2[N:34]=[CH:33][CH:32]=[N:31]2)=[C:25]([C:26]([N:7]2[CH2:6][CH:5]3[CH2:1][N:2]([C:9]4[CH:14]=[C:13]([O:15][CH3:16])[N:12]=[C:11]([N:17]([CH3:18])[CH3:19])[N:10]=4)[CH2:3][CH:4]3[CH2:8]2)=[O:27])[CH:29]=1. (3) Given the reactants [CH3:1][C:2]1([CH3:9])[NH:7][C:6](=O)[CH2:5][S:4][CH2:3]1.B.CSC.C(O)(C(F)(F)F)=O.[C:21](O[C:21]([O:23][C:24]([CH3:27])([CH3:26])[CH3:25])=[O:22])([O:23][C:24]([CH3:27])([CH3:26])[CH3:25])=[O:22], predict the reaction product. The product is: [CH3:1][C:2]1([CH3:9])[CH2:3][S:4][CH2:5][CH2:6][N:7]1[C:21]([O:23][C:24]([CH3:27])([CH3:26])[CH3:25])=[O:22]. (4) Given the reactants [CH:1]1([C:4]2[CH:5]=[N:6][C:7]([NH:17][C:18]3[CH:26]=[CH:25][CH:24]=[C:23]4[C:19]=3[CH:20]=[CH:21][N:22]4[CH:27]([CH3:29])[CH3:28])=[C:8]([CH:16]=2)[C:9]([O:11]C(C)(C)C)=[O:10])[CH2:3][CH2:2]1.[OH-].[Na+], predict the reaction product. The product is: [CH:1]1([C:4]2[CH:5]=[N:6][C:7]([NH:17][C:18]3[CH:26]=[CH:25][CH:24]=[C:23]4[C:19]=3[CH:20]=[CH:21][N:22]4[CH:27]([CH3:29])[CH3:28])=[C:8]([CH:16]=2)[C:9]([OH:11])=[O:10])[CH2:2][CH2:3]1. (5) Given the reactants C([NH:4][CH2:5][CH2:6][C:7]1[CH:8]=[CH:9][C:10]([O:36][CH3:37])=[C:11]([NH:13][C:14](=[O:35])[C:15](=[N:19][NH:20][C:21]2[CH:26]=[CH:25][C:24]([N+:27]([O-:29])=[O:28])=[C:23]([N+]([O-])=O)[C:22]=2[O:33][CH3:34])[C:16](=[O:18])[CH3:17])[CH:12]=1)(=O)C.CN1C(=O)CCC1.Cl, predict the reaction product. The product is: [NH2:4][CH2:5][CH2:6][C:7]1[CH:8]=[CH:9][C:10]([O:36][CH3:37])=[C:11]([NH:13][C:14](=[O:35])[C:15](=[N:19][NH:20][C:21]2[CH:26]=[CH:25][C:24]([N+:27]([O-:29])=[O:28])=[CH:23][C:22]=2[O:33][CH3:34])[C:16](=[O:18])[CH3:17])[CH:12]=1. (6) Given the reactants C(OC([NH:8][C:9]([CH3:27])([CH3:26])[CH2:10][CH2:11][N:12]1[C:16]2[CH:17]=[CH:18][CH:19]=[C:20]([C:21]([O:23][CH2:24][CH3:25])=[O:22])[C:15]=2[N:14]=[CH:13]1)=O)(C)(C)C.FC(F)(F)C(O)=O, predict the reaction product. The product is: [NH2:8][C:9]([CH3:26])([CH3:27])[CH2:10][CH2:11][N:12]1[C:16]2[CH:17]=[CH:18][CH:19]=[C:20]([C:21]([O:23][CH2:24][CH3:25])=[O:22])[C:15]=2[N:14]=[CH:13]1.